This data is from Catalyst prediction with 721,799 reactions and 888 catalyst types from USPTO. The task is: Predict which catalyst facilitates the given reaction. (1) Reactant: [NH4+:1].[Cl-].C[Al](C)C.[Br:7][C:8]1[CH:13]=[C:12]([Cl:14])[CH:11]=[CH:10][C:9]=1[CH2:15][C:16]#[N:17].CO. Product: [ClH:14].[Br:7][C:8]1[CH:13]=[C:12]([Cl:14])[CH:11]=[CH:10][C:9]=1[CH2:15][C:16]([NH2:1])=[NH:17]. The catalyst class is: 451. (2) Reactant: [CH3:1][N:2]1[CH:6]=[CH:5][N:4]=[C:3]1[S:7][CH:8]([C:10]1[CH:11]=[CH:12][CH:13]=[C:14]2[C:18]=1[NH:17][C:16]([C:19]1[S:20][CH:21]=[CH:22][N:23]=1)=[CH:15]2)[CH3:9].C(=O)([O-])[OH:25].[Na+].S([O-])([O-])(=O)=S.[Na+].[Na+].[OH2:36]. Product: [CH3:1][N:2]1[CH:6]=[CH:5][N:4]=[C:3]1[S:7]([CH:8]([C:10]1[CH:11]=[CH:12][CH:13]=[C:14]2[C:18]=1[NH:17][C:16]([C:19]1[S:20][CH:21]=[CH:22][N:23]=1)=[CH:15]2)[CH3:9])(=[O:25])=[O:36]. The catalyst class is: 10. (3) Reactant: C([O:3][C:4](=[O:19])[CH2:5][CH:6]1[C:10]2[NH:11][C:12]3[CH:13]=[CH:14][C:15]([F:18])=[CH:16][C:17]=3[C:9]=2[CH2:8][CH2:7]1)C.CO.[OH-].[Na+].C(OCC)(=O)C. Product: [F:18][C:15]1[CH:14]=[CH:13][C:12]2[NH:11][C:10]3[CH:6]([CH2:5][C:4]([OH:19])=[O:3])[CH2:7][CH2:8][C:9]=3[C:17]=2[CH:16]=1. The catalyst class is: 7. (4) Reactant: [Cl:1][C:2]1[CH:3]=[C:4]([C:9]2[CH:14]=[CH:13][C:12]([CH2:15][C:16]3[C:17](=[O:28])[N:18]([CH3:27])[C:19]4[C:24]([C:25]=3[OH:26])=[CH:23][CH:22]=[CH:21][CH:20]=4)=[CH:11][CH:10]=2)[CH:5]=[CH:6][C:7]=1[F:8].C([O-])([O-])=O.[Cs+].[Cs+].Cl[C:36]([F:42])([F:41])C(OC)=O. Product: [Cl:1][C:2]1[CH:3]=[C:4]([C:9]2[CH:14]=[CH:13][C:12]([CH2:15][C:16]3[C:17](=[O:28])[N:18]([CH3:27])[C:19]4[C:24]([C:25]=3[O:26][CH:36]([F:42])[F:41])=[CH:23][CH:22]=[CH:21][CH:20]=4)=[CH:11][CH:10]=2)[CH:5]=[CH:6][C:7]=1[F:8]. The catalyst class is: 18. (5) Product: [C:1]([O:5][C:6]([N:8]1[CH2:13][CH2:12][CH:11]([NH:24][CH2:23][CH2:22][NH:21][C:20]([O:19][C:15]([CH3:18])([CH3:17])[CH3:16])=[O:25])[CH2:10][CH2:9]1)=[O:7])([CH3:4])([CH3:3])[CH3:2]. The catalyst class is: 1. Reactant: [C:1]([O:5][C:6]([N:8]1[CH2:13][CH2:12][C:11](=O)[CH2:10][CH2:9]1)=[O:7])([CH3:4])([CH3:3])[CH3:2].[C:15]([O:19][C:20](=[O:25])[NH:21][CH2:22][CH2:23][NH2:24])([CH3:18])([CH3:17])[CH3:16].C(O[BH-](OC(=O)C)OC(=O)C)(=O)C.[Na+].CO. (6) Reactant: [Cl:1][C:2]1[CH:7]=[CH:6][C:5]([CH:8]2[C:12]3[N:13]([CH:23]([CH3:25])[CH3:24])[C:14]([C:16]4[CH2:17][CH2:18][N:19]([CH3:22])[CH2:20][CH:21]=4)=[N:15][C:11]=3[C:10](=[O:26])[N:9]2[C:27]2[CH:28]=[C:29]([O:37][CH3:38])[C:30]3[N:34]=[N:33][N:32]([CH3:35])[C:31]=3[CH:36]=2)=[CH:4][CH:3]=1. Product: [Cl:1][C:2]1[CH:7]=[CH:6][C:5]([CH:8]2[C:12]3[N:13]([CH:23]([CH3:25])[CH3:24])[C:14]([CH:16]4[CH2:21][CH2:20][N:19]([CH3:22])[CH2:18][CH2:17]4)=[N:15][C:11]=3[C:10](=[O:26])[N:9]2[C:27]2[CH:28]=[C:29]([O:37][CH3:38])[C:30]3[N:34]=[N:33][N:32]([CH3:35])[C:31]=3[CH:36]=2)=[CH:4][CH:3]=1. The catalyst class is: 14. (7) Reactant: [N:1]1([C:7]2[CH:12]=[CH:11][N:10]=[C:9]3[NH:13][CH:14]=[C:15]([NH:16][C:17](=[O:19])[CH3:18])[C:8]=23)[CH2:6][CH2:5][NH:4][CH2:3][CH2:2]1.[C:20]([O:24][C:25]([NH:27][C@H:28]([CH2:32][C:33]1[CH:38]=[CH:37][C:36]([Cl:39])=[CH:35][CH:34]=1)[C:29](O)=[O:30])=[O:26])([CH3:23])([CH3:22])[CH3:21].C1C=CC2N(O)N=NC=2C=1.O.CCN=C=NCCCN(C)C.CCN(C(C)C)C(C)C.C([O-])([O-])=O.[Na+].[Na+]. Product: [C:17]([NH:16][C:15]1[C:8]2[C:9](=[N:10][CH:11]=[CH:12][C:7]=2[N:1]2[CH2:6][CH2:5][N:4]([C:29](=[O:30])[C@H:28]([NH:27][C:25](=[O:26])[O:24][C:20]([CH3:21])([CH3:22])[CH3:23])[CH2:32][C:33]3[CH:34]=[CH:35][C:36]([Cl:39])=[CH:37][CH:38]=3)[CH2:3][CH2:2]2)[NH:13][CH:14]=1)(=[O:19])[CH3:18]. The catalyst class is: 2.